This data is from Full USPTO retrosynthesis dataset with 1.9M reactions from patents (1976-2016). The task is: Predict the reactants needed to synthesize the given product. (1) Given the product [Cl:1][CH2:2][CH2:3][C:4]([C:12]1[S:11][CH:15]=[CH:14][CH:13]=1)=[O:5], predict the reactants needed to synthesize it. The reactants are: [Cl:1][CH2:2][CH2:3][C:4](Cl)=[O:5].[Al+3].[Cl-].[Cl-].[Cl-].[S:11]1[CH:15]=[CH:14][CH:13]=[CH:12]1. (2) Given the product [Br:1][C:2]1[CH:3]=[CH:4][C:5]([O:15][CH3:16])=[C:6]([C:8]2[CH:13]=[CH:12][CH:11]=[CH:10][C:9]=2[B:22]([OH:27])[OH:23])[CH:7]=1, predict the reactants needed to synthesize it. The reactants are: [Br:1][C:2]1[CH:3]=[CH:4][C:5]([O:15][CH3:16])=[C:6]([C:8]2[CH:13]=[CH:12][CH:11]=[CH:10][C:9]=2I)[CH:7]=1.C([Mg]Cl)(C)C.[B:22](OC(C)C)([O:27]C(C)C)[O:23]C(C)C. (3) Given the product [OH:4][CH:3]([C:5]1[CH:6]=[CH:7][C:8]([O:11][C:12]2[CH:17]=[CH:16][CH:15]=[CH:14][CH:13]=2)=[CH:9][CH:10]=1)[CH:2]([NH:1][C:40]([C:33]1[C:34]2[C:39](=[CH:38][CH:37]=[CH:36][CH:35]=2)[C:30]([F:29])=[CH:31][CH:32]=1)=[O:41])[CH2:18][C:19]1[CH:20]=[CH:21][C:22]([C:25]([F:26])([F:27])[F:28])=[CH:23][CH:24]=1, predict the reactants needed to synthesize it. The reactants are: [NH2:1][CH:2]([CH2:18][C:19]1[CH:24]=[CH:23][C:22]([C:25]([F:28])([F:27])[F:26])=[CH:21][CH:20]=1)[CH:3]([C:5]1[CH:10]=[CH:9][C:8]([O:11][C:12]2[CH:17]=[CH:16][CH:15]=[CH:14][CH:13]=2)=[CH:7][CH:6]=1)[OH:4].[F:29][C:30]1[C:39]2[C:34](=[CH:35][CH:36]=[CH:37][CH:38]=2)[C:33]([C:40](O)=[O:41])=[CH:32][CH:31]=1.Cl.C(N=C=NCCCN(C)C)C.ON1C2C=CC=CC=2N=N1. (4) Given the product [Br:1][C:2]1[CH:3]=[CH:4][C:5]([N:8]2[CH2:9][CH2:10][S:11](=[O:14])(=[NH:15])[CH2:12][CH2:13]2)=[CH:6][CH:7]=1, predict the reactants needed to synthesize it. The reactants are: [Br:1][C:2]1[CH:7]=[CH:6][C:5]([N:8]2[CH2:13][CH2:12][S:11](=[N:15]C(=O)C(F)(F)F)(=[O:14])[CH2:10][CH2:9]2)=[CH:4][CH:3]=1.ClCC([C@@H]1CCCC[C@H]1C(OC)=O)=O.C([O-])([O-])=O.[K+].[K+].Cl. (5) Given the product [C:31]([O:34][CH2:35][C:36](=[O:37])[NH:20][C:15]1[CH:16]=[CH:17][CH:18]=[CH:19][C:14]=1[C@H:5]1[C:4]2[C:9](=[C:10]([Cl:12])[CH:11]=[C:2]([Cl:1])[CH:3]=2)[CH2:8][N:7]([CH3:13])[CH2:6]1)(=[O:33])[CH3:32], predict the reactants needed to synthesize it. The reactants are: [Cl:1][C:2]1[CH:3]=[C:4]2[C:9](=[C:10]([Cl:12])[CH:11]=1)[CH2:8][N:7]([CH3:13])[CH2:6][C@H:5]2[C:14]1[CH:19]=[CH:18][CH:17]=[CH:16][C:15]=1[NH2:20].C[Si](C)(C)[N-][Si](C)(C)C.[Na+].[C:31]([O:34][CH2:35][C:36](Cl)=[O:37])(=[O:33])[CH3:32]. (6) The reactants are: [CH:1]1([NH:4][C:5](=[O:43])[C:6]2[CH:11]=[CH:10][C:9]([C:12]3[CH:13]=[N:14][N:15]4[C:20]([N:21]([CH2:29][C:30]5[CH:35]=[CH:34][C:33]([O:36][CH3:37])=[CH:32][CH:31]=5)[CH2:22][CH:23]5[CH2:28][CH2:27][O:26][CH2:25][CH2:24]5)=[N:19][C:18](S(C)(=O)=O)=[N:17][C:16]=34)=[CH:8][C:7]=2[CH3:42])[CH2:3][CH2:2]1.[C:44]1([OH:50])[CH:49]=[CH:48][CH:47]=[CH:46][CH:45]=1.C1CCN2C(=NCCC2)CC1. Given the product [CH:1]1([NH:4][C:5](=[O:43])[C:6]2[CH:11]=[CH:10][C:9]([C:12]3[CH:13]=[N:14][N:15]4[C:20]([N:21]([CH2:29][C:30]5[CH:35]=[CH:34][C:33]([O:36][CH3:37])=[CH:32][CH:31]=5)[CH2:22][CH:23]5[CH2:28][CH2:27][O:26][CH2:25][CH2:24]5)=[N:19][C:18]([O:50][C:44]5[CH:49]=[CH:48][CH:47]=[CH:46][CH:45]=5)=[N:17][C:16]=34)=[CH:8][C:7]=2[CH3:42])[CH2:3][CH2:2]1, predict the reactants needed to synthesize it.